From a dataset of NCI-60 drug combinations with 297,098 pairs across 59 cell lines. Regression. Given two drug SMILES strings and cell line genomic features, predict the synergy score measuring deviation from expected non-interaction effect. (1) Drug 1: C1=CC(=C2C(=C1NCCNCCO)C(=O)C3=C(C=CC(=C3C2=O)O)O)NCCNCCO. Drug 2: CC1=C(C=C(C=C1)NC(=O)C2=CC=C(C=C2)CN3CCN(CC3)C)NC4=NC=CC(=N4)C5=CN=CC=C5. Cell line: TK-10. Synergy scores: CSS=31.3, Synergy_ZIP=5.71, Synergy_Bliss=6.12, Synergy_Loewe=-21.8, Synergy_HSA=3.13. (2) Drug 1: C1=NC2=C(N1)C(=S)N=CN2. Drug 2: CCCCCOC(=O)NC1=NC(=O)N(C=C1F)C2C(C(C(O2)C)O)O. Cell line: NCIH23. Synergy scores: CSS=6.12, Synergy_ZIP=-0.594, Synergy_Bliss=3.33, Synergy_Loewe=2.98, Synergy_HSA=3.77. (3) Drug 1: C1C(C(OC1N2C=NC3=C2NC=NCC3O)CO)O. Drug 2: CC1C(C(CC(O1)OC2CC(CC3=C2C(=C4C(=C3O)C(=O)C5=C(C4=O)C(=CC=C5)OC)O)(C(=O)CO)O)N)O.Cl. Cell line: NCI-H322M. Synergy scores: CSS=29.9, Synergy_ZIP=-1.12, Synergy_Bliss=-2.02, Synergy_Loewe=-31.0, Synergy_HSA=-2.09.